This data is from Full USPTO retrosynthesis dataset with 1.9M reactions from patents (1976-2016). The task is: Predict the reactants needed to synthesize the given product. (1) Given the product [CH3:22][O:20][C:18]([C:9]1[CH:8]=[C:7]([O:6][C@H:4]([CH3:5])[C:1]([N:42]2[CH2:43][CH2:44][CH2:45][C@H:41]2[C:39](=[O:40])[NH:38][CH:34]2[CH2:37][CH2:36][CH2:35]2)=[O:3])[C:16]2[C:11](=[CH:12][C:13]([CH3:17])=[CH:14][CH:15]=2)[N:10]=1)=[O:19], predict the reactants needed to synthesize it. The reactants are: [C:1]([C@H:4]([O:6][C:7]1[C:16]2[C:11](=[CH:12][C:13]([CH3:17])=[CH:14][CH:15]=2)[N:10]=[C:9]([C:18]([OH:20])=[O:19])[CH:8]=1)[CH3:5])([OH:3])=O.F[C:22]1C(O)=C(F)C(F)=C(F)C=1F.Cl.[CH:34]1([NH:38][C:39]([C@@H:41]2[CH2:45][CH2:44][CH2:43][NH:42]2)=[O:40])[CH2:37][CH2:36][CH2:35]1.C(N1CCOCC1)C. (2) Given the product [NH2:17][CH2:28][CH:27]([C:6]1[CH:9]=[CH:10][C:3]([O:2][CH3:1])=[CH:4][CH:5]=1)[OH:29], predict the reactants needed to synthesize it. The reactants are: [CH3:1][O:2][C:3]1[CH:10]=[CH:9][C:6](C=O)=[CH:5][CH:4]=1.[H-].[Al+3].[Li+].[H-].[H-].[H-].[NH2:17]O.C(O)(=O)/C=C/C(O)=O.[CH2:27]([OH:29])[CH3:28].